Dataset: NCI-60 drug combinations with 297,098 pairs across 59 cell lines. Task: Regression. Given two drug SMILES strings and cell line genomic features, predict the synergy score measuring deviation from expected non-interaction effect. (1) Drug 1: C1=CC(=CC=C1CCCC(=O)O)N(CCCl)CCCl. Drug 2: C1=NC(=NC(=O)N1C2C(C(C(O2)CO)O)O)N. Cell line: UACC-257. Synergy scores: CSS=-6.22, Synergy_ZIP=-2.02, Synergy_Bliss=-6.33, Synergy_Loewe=-10.6, Synergy_HSA=-10.4. (2) Drug 1: C1=CC=C(C=C1)NC(=O)CCCCCCC(=O)NO. Drug 2: CC12CCC3C(C1CCC2O)C(CC4=C3C=CC(=C4)O)CCCCCCCCCS(=O)CCCC(C(F)(F)F)(F)F. Cell line: NCIH23. Synergy scores: CSS=1.48, Synergy_ZIP=5.27, Synergy_Bliss=7.05, Synergy_Loewe=4.40, Synergy_HSA=1.50. (3) Drug 1: CC=C1C(=O)NC(C(=O)OC2CC(=O)NC(C(=O)NC(CSSCCC=C2)C(=O)N1)C(C)C)C(C)C. Drug 2: C1CN(CCN1C(=O)CCBr)C(=O)CCBr. Cell line: NCI-H322M. Synergy scores: CSS=27.7, Synergy_ZIP=3.27, Synergy_Bliss=3.21, Synergy_Loewe=-37.6, Synergy_HSA=0.341.